From a dataset of Catalyst prediction with 721,799 reactions and 888 catalyst types from USPTO. Predict which catalyst facilitates the given reaction. Reactant: [C:1]([O:4][CH2:5][CH2:6][O:7][C:8]1[C:9]([F:56])=[C:10]([C@@H:16]([NH:39][C:40]2[CH:45]=[CH:44][C:43]([C:46]([NH2:55])=[N:47][C:48]([O:50][CH2:51][C:52]([CH3:54])=[CH2:53])=[O:49])=[CH:42][CH:41]=2)[C:17]2[N:18]=[C:19]([O:28][CH2:29][O:30][C:31](=[O:38])[C:32]([CH3:37])([CH3:36])[CH2:33][O:34][CH3:35])[N:20]([C:22]3[N:27]=[CH:26][CH:25]=[CH:24][N:23]=3)[N:21]=2)[CH:11]=[C:12]([O:14][CH3:15])[CH:13]=1)(=[O:3])[CH3:2].[CH2:57]([S:59]([OH:62])(=[O:61])=[O:60])[CH3:58]. Product: [CH2:57]([S:59]([OH:62])(=[O:61])=[O:60])[CH3:58].[C:1]([O:4][CH2:5][CH2:6][O:7][C:8]1[C:9]([F:56])=[C:10]([C@@H:16]([NH:39][C:40]2[CH:41]=[CH:42][C:43]([C:46]([NH2:55])=[N:47][C:48]([O:50][CH2:51][C:52]([CH3:54])=[CH2:53])=[O:49])=[CH:44][CH:45]=2)[C:17]2[N:18]=[C:19]([O:28][CH2:29][O:30][C:31](=[O:38])[C:32]([CH3:37])([CH3:36])[CH2:33][O:34][CH3:35])[N:20]([C:22]3[N:27]=[CH:26][CH:25]=[CH:24][N:23]=3)[N:21]=2)[CH:11]=[C:12]([O:14][CH3:15])[CH:13]=1)(=[O:3])[CH3:2]. The catalyst class is: 21.